From a dataset of NCI-60 drug combinations with 297,098 pairs across 59 cell lines. Regression. Given two drug SMILES strings and cell line genomic features, predict the synergy score measuring deviation from expected non-interaction effect. (1) Drug 1: C1CCC(C1)C(CC#N)N2C=C(C=N2)C3=C4C=CNC4=NC=N3. Drug 2: CC1=C(C(CCC1)(C)C)C=CC(=CC=CC(=CC(=O)O)C)C. Cell line: OVCAR-5. Synergy scores: CSS=-6.41, Synergy_ZIP=3.41, Synergy_Bliss=0.417, Synergy_Loewe=-2.24, Synergy_HSA=-4.23. (2) Drug 1: C1=C(C(=O)NC(=O)N1)N(CCCl)CCCl. Drug 2: C1CCC(C(C1)N)N.C(=O)(C(=O)[O-])[O-].[Pt+4]. Cell line: OVCAR-8. Synergy scores: CSS=21.2, Synergy_ZIP=-12.5, Synergy_Bliss=-8.78, Synergy_Loewe=-7.91, Synergy_HSA=-5.52. (3) Drug 1: CC1C(C(CC(O1)OC2CC(OC(C2O)C)OC3=CC4=CC5=C(C(=O)C(C(C5)C(C(=O)C(C(C)O)O)OC)OC6CC(C(C(O6)C)O)OC7CC(C(C(O7)C)O)OC8CC(C(C(O8)C)O)(C)O)C(=C4C(=C3C)O)O)O)O. Drug 2: N.N.Cl[Pt+2]Cl. Cell line: MALME-3M. Synergy scores: CSS=68.9, Synergy_ZIP=-1.42, Synergy_Bliss=-0.941, Synergy_Loewe=-4.18, Synergy_HSA=0.903. (4) Drug 1: CC12CCC3C(C1CCC2O)C(CC4=C3C=CC(=C4)O)CCCCCCCCCS(=O)CCCC(C(F)(F)F)(F)F. Drug 2: C1=CN(C=N1)CC(O)(P(=O)(O)O)P(=O)(O)O. Cell line: SK-OV-3. Synergy scores: CSS=-0.852, Synergy_ZIP=-0.276, Synergy_Bliss=-1.32, Synergy_Loewe=-4.48, Synergy_HSA=-3.94.